The task is: Predict the reactants needed to synthesize the given product.. This data is from Full USPTO retrosynthesis dataset with 1.9M reactions from patents (1976-2016). (1) Given the product [Cl:26][C:27]1([Cl:34])[CH2:29][C:28]1([C:30]([NH:20][C@H:19]([C:21]([OH:23])=[O:22])[CH2:18][C:17]1[CH:16]=[CH:15][C:14]([NH:13][C:73]([C:74]2[C:50]([CH3:49])=[CH:45][C:46]([CH3:47])=[CH:76][C:75]=2[CH3:62])=[O:77])=[CH:25][CH:24]=1)=[O:31])[CH3:33], predict the reactants needed to synthesize it. The reactants are: CC1C=C(C)C=C(C)C=1S([NH:13][C:14]1[CH:25]=[CH:24][C:17]([CH2:18][C@@H:19]([C:21]([OH:23])=[O:22])[NH2:20])=[CH:16][CH:15]=1)(=O)=O.[Cl:26][C:27]1([Cl:34])[CH2:29][C:28]1([CH3:33])[C:30](O)=[O:31].F[P-](F)(F)(F)(F)F.N1(O[P+](N(C)C)(N(C)C)N(C)C)[C:46]2[CH:47]=C[CH:49]=[CH:50][C:45]=2N=N1.[CH3:62]CN(C(C)C)C(C)C.CN1[CH2:76][CH2:75][CH2:74][C:73]1=[O:77]. (2) Given the product [OH:12][CH2:57][C@@H:56]([NH:2][C:1](=[O:8])[O:3][C:4]([CH3:7])([CH3:6])[CH3:5])[C:55]1[CH:60]=[CH:61][CH:62]=[C:53]([C:52]#[C:63][C:64]2[CH:65]=[CH:66][CH:67]=[CH:68][CH:69]=2)[CH:54]=1, predict the reactants needed to synthesize it. The reactants are: [C:1](=[O:8])([O:3][C:4]([CH3:7])([CH3:6])[CH3:5])[NH2:2].[OH-].[Na+].Cl[O:12]C(C)(C)C.[CH3:62][CH2:61][C@H:60]1[C@H:55]2[CH2:54][C@H:53]([C@H:52](OC3C4C(=CC=CC=4)C(O[C@H:52]([C:63]4C=CN=[C:69]5[C:64]=4[CH:65]=[C:66](OC)[CH:67]=[CH:68]5)[C@@H:53]4N5C[C@H:60]([CH2:61][CH3:62])[C@@H:55]([CH2:56][CH2:57]5)[CH2:54]4)=NN=3)[C:63]3C=CN=[C:65]4[C:64]=3[CH:69]=[C:68](OC)[CH:67]=[CH:66]4)N([CH2:57][CH2:56]2)C1.C1(C#CC2C=CC=C(C=C)C=2)C=CC=CC=1.